From a dataset of Reaction yield outcomes from USPTO patents with 853,638 reactions. Predict the reaction yield, written as a fraction of the theoretical maximum amount of product (1.0 means a 100% yield; for example, 0.34 means a 34% yield). (1) The reactants are [CH3:1][O:2][C:3]1[CH:4]=[C:5]2[C:10](=[CH:11][C:12]=1[O:13][CH3:14])[N:9]=[CH:8][CH:7]=[C:6]2[O:15][C:16]1[C:22]([CH3:23])=[CH:21][C:19]([NH2:20])=[C:18]([CH3:24])[CH:17]=1.ClC(Cl)(O[C:29](=[O:35])[O:30][C:31](Cl)(Cl)Cl)Cl.[O:37]1[CH2:42][CH2:41][N:40]([CH2:43][CH2:44]CO)[CH2:39][CH2:38]1.C(=O)(O)[O-].[Na+]. The product is [CH3:1][O:2][C:3]1[CH:4]=[C:5]2[C:10](=[CH:11][C:12]=1[O:13][CH3:14])[N:9]=[CH:8][CH:7]=[C:6]2[O:15][C:16]1[C:22]([CH3:23])=[CH:21][C:19]([NH:20][C:29](=[O:35])[O:30][CH2:31][CH2:44][CH2:43][N:40]2[CH2:41][CH2:42][O:37][CH2:38][CH2:39]2)=[C:18]([CH3:24])[CH:17]=1. The yield is 0.660. The catalyst is C(Cl)Cl.C(N(CC)CC)C.C1(C)C=CC=CC=1. (2) The yield is 1.00. The product is [CH2:9]([O:8][C:6](=[O:7])[C:5]([C:12]1[CH:17]=[CH:16][C:15]([NH2:18])=[C:14]([F:21])[CH:13]=1)([CH3:11])[C:4]([O:3][CH2:1][CH3:2])=[O:22])[CH3:10]. The catalyst is [Pd].C(O)C. The reactants are [CH2:1]([O:3][C:4](=[O:22])[C:5]([C:12]1[CH:17]=[CH:16][C:15]([N+:18]([O-])=O)=[C:14]([F:21])[CH:13]=1)([CH3:11])[C:6]([O:8][CH2:9][CH3:10])=[O:7])[CH3:2].C([O-])=O.[NH4+]. (3) The product is [Br:11][C:12]1[CH:17]=[C:16]([C:6]2[O:7][C:3]([CH:1]=[O:2])=[CH:4][CH:5]=2)[CH:15]=[CH:14][CH:13]=1. The reactants are [CH:1]([C:3]1[O:7][C:6](B(O)O)=[CH:5][CH:4]=1)=[O:2].[Br:11][C:12]1[CH:13]=[C:14](I)[CH:15]=[CH:16][CH:17]=1.C(=O)([O-])[O-].[Na+].[Na+].O. The yield is 0.259. The catalyst is COCCOC.C1C=CC([P]([Pd]([P](C2C=CC=CC=2)(C2C=CC=CC=2)C2C=CC=CC=2)([P](C2C=CC=CC=2)(C2C=CC=CC=2)C2C=CC=CC=2)[P](C2C=CC=CC=2)(C2C=CC=CC=2)C2C=CC=CC=2)(C2C=CC=CC=2)C2C=CC=CC=2)=CC=1.